Predict the reactants needed to synthesize the given product. From a dataset of Full USPTO retrosynthesis dataset with 1.9M reactions from patents (1976-2016). (1) Given the product [Cl:1][C:2]1[CH:7]=[CH:6][C:5]([C:8]2[NH:46][C:40]3[C:45]([C:9]=2[CH2:10][C:11]([OH:13])=[O:12])=[CH:44][CH:43]=[CH:42][CH:41]=3)=[CH:4][C:3]=1[S:15](=[O:27])(=[O:26])[NH:16][CH2:17][C:18]1[CH:23]=[CH:22][C:21]([Cl:24])=[CH:20][C:19]=1[Cl:25], predict the reactants needed to synthesize it. The reactants are: [Cl:1][C:2]1[CH:7]=[CH:6][C:5]([C:8](=O)[CH2:9][CH2:10][C:11]([OH:13])=[O:12])=[CH:4][C:3]=1[S:15](=[O:27])(=[O:26])[NH:16][CH2:17][C:18]1[CH:23]=[CH:22][C:21]([Cl:24])=[CH:20][C:19]=1[Cl:25].O.C1(C)C=CC(S(O)(=O)=O)=CC=1.[C:40]1([NH:46]N)[CH:45]=[CH:44][CH:43]=[CH:42][CH:41]=1.Cl. (2) Given the product [C:1]1([S:7]([CH2:10][C:11]2[CH:28]=[CH:27][C:14]3[CH2:15][CH2:16][NH:17][CH2:18][CH2:19][C:13]=3[CH:12]=2)(=[O:9])=[O:8])[CH:6]=[CH:5][CH:4]=[CH:3][CH:2]=1, predict the reactants needed to synthesize it. The reactants are: [C:1]1([S:7]([CH2:10][C:11]2[CH:28]=[CH:27][C:14]3[CH2:15][CH2:16][N:17](C(OC(C)(C)C)=O)[CH2:18][CH2:19][C:13]=3[CH:12]=2)(=[O:9])=[O:8])[CH:6]=[CH:5][CH:4]=[CH:3][CH:2]=1.Cl.O1CCOCC1. (3) Given the product [F:16][C:7]1([C:9]2[CH:14]=[CH:13][CH:12]=[CH:11][C:10]=2[F:15])[CH2:8][CH:6]1[C:4]([OH:5])=[O:3], predict the reactants needed to synthesize it. The reactants are: C([O:3][C:4]([CH:6]1[CH2:8][C:7]1([F:16])[C:9]1[CH:14]=[CH:13][CH:12]=[CH:11][C:10]=1[F:15])=[O:5])C.[K]. (4) Given the product [CH3:11][C:9]1[C:8]([Cl:29])=[CH:7][CH:6]=[C:5]([NH:4][C:15]([O:17][C:18]([CH3:21])([CH3:20])[CH3:19])=[O:16])[N:10]=1, predict the reactants needed to synthesize it. The reactants are: FC(F)(C1C=CC=CN=1)C[N:4]([C:15]([O:17][C:18]([CH3:21])([CH3:20])[CH3:19])=[O:16])[C:5]1[N:10]=[C:9]([CH2:11]C(O)=O)[CH:8]=[CH:7][CH:6]=1.[Cl:29]N1C(=O)CCC1=O. (5) Given the product [CH:1]1([N:6]2[CH2:12][CH2:11][C:10]3[CH:13]=[CH:14][C:15]([N:17]4[CH2:18][CH2:19][N:20]([S:31]([C:26]5[CH:27]=[CH:28][C:29]([Cl:30])=[C:24]([Cl:23])[CH:25]=5)(=[O:33])=[O:32])[CH2:21][CH2:22]4)=[CH:16][C:9]=3[CH2:8][CH2:7]2)[CH2:5][CH2:4][CH2:3][CH2:2]1, predict the reactants needed to synthesize it. The reactants are: [CH:1]1([N:6]2[CH2:12][CH2:11][C:10]3[CH:13]=[CH:14][C:15]([N:17]4[CH2:22][CH2:21][NH:20][CH2:19][CH2:18]4)=[CH:16][C:9]=3[CH2:8][CH2:7]2)[CH2:5][CH2:4][CH2:3][CH2:2]1.[Cl:23][C:24]1[CH:25]=[C:26]([S:31](Cl)(=[O:33])=[O:32])[CH:27]=[CH:28][C:29]=1[Cl:30].CN1CCOCC1.[N-]=C=O. (6) Given the product [C:20]([C:13]1[CH:14]=[C:15]2[C:10](=[C:11]([CH3:22])[CH:12]=1)[NH:9][CH:8]([C:4]1[CH:3]=[C:2]([NH:23][C:24]3([C:27]([OH:29])=[O:28])[CH2:26][CH2:25]3)[CH:7]=[CH:6][CH:5]=1)[CH2:17][C:16]2([CH3:19])[CH3:18])#[N:21], predict the reactants needed to synthesize it. The reactants are: Br[C:2]1[CH:3]=[C:4]([CH:8]2[CH2:17][C:16]([CH3:19])([CH3:18])[C:15]3[C:10](=[C:11]([CH3:22])[CH:12]=[C:13]([C:20]#[N:21])[CH:14]=3)[NH:9]2)[CH:5]=[CH:6][CH:7]=1.[NH2:23][C:24]1([C:27]([OH:29])=[O:28])[CH2:26][CH2:25]1.C(=O)([O-])[O-].[K+].[K+]. (7) Given the product [Cl:1][C:2]1[CH:3]=[CH:4][C:5]([S:8]([CH:11]([CH:22]2[CH2:23][CH2:24][N:19]([CH3:18])[CH2:20][CH2:21]2)[C:12]2[CH:13]=[CH:14][N:15]=[CH:16][CH:17]=2)(=[O:9])=[O:10])=[CH:6][CH:7]=1, predict the reactants needed to synthesize it. The reactants are: [Cl:1][C:2]1[CH:7]=[CH:6][C:5]([S:8]([CH2:11][C:12]2[CH:17]=[CH:16][N:15]=[CH:14][CH:13]=2)(=[O:10])=[O:9])=[CH:4][CH:3]=1.[CH3:18][N:19]1[CH2:24][CH2:23][CH:22](O)[CH2:21][CH2:20]1.C(C=P(CCCC)(CCCC)CCCC)#N.